Dataset: Forward reaction prediction with 1.9M reactions from USPTO patents (1976-2016). Task: Predict the product of the given reaction. (1) The product is: [N+:1]([C:4]1[CH:18]=[CH:17][C:7]([C:8]([O:10][CH2:11][CH:12]2[CH2:40][CH:38]([OH:39])[CH:37]([OH:23])[CH2:13]2)=[O:9])=[CH:6][CH:5]=1)([O-:3])=[O:2]. Given the reactants [N+:1]([C:4]1[CH:18]=[CH:17][C:7]([C:8]([O:10][CH2:11][CH:12]2CC=C[CH2:13]2)=[O:9])=[CH:6][CH:5]=1)([O-:3])=[O:2].C[N+]1([O-])CC[O:23]CC1.C(O)CCC.S(=O)(O)[O-].[Na+].[CH3:37][C:38]([CH3:40])=[O:39], predict the reaction product. (2) Given the reactants [CH3:1][C@H:2]1[O:7][C@@H:6]([CH3:8])[CH2:5][NH:4][CH2:3]1.[Br:9][C:10]1[CH:15]=[CH:14][CH:13]=[C:12](Br)[N:11]=1.C(=O)([O-])[O-].[K+].[K+], predict the reaction product. The product is: [Br:9][C:10]1[N:11]=[C:12]([N:4]2[CH2:5][C@H:6]([CH3:8])[O:7][C@H:2]([CH3:1])[CH2:3]2)[CH:13]=[CH:14][CH:15]=1. (3) The product is: [N:1]1([CH2:6][C:7]2[CH:35]=[CH:34][C:10]([CH2:11][N:12]3[CH:20]=[C:19]4[C:14]([N:15]=[CH:16][N:17]=[C:18]4[NH:21][CH2:22][C:23]4[C:28]([CH2:29][CH3:30])=[CH:27][CH:26]=[C:25]([O:31][CH3:32])[C:24]=4[F:33])=[N:13]3)=[CH:9][CH:8]=2)[CH:5]=[CH:4][CH:3]=[N:2]1. Given the reactants [N:1]1([CH2:6][C:7]2[CH:35]=[CH:34][C:10]([CH2:11][N:12]3[CH:20]=[C:19]4[C:14]([N:15]=[CH:16][N:17]=[C:18]4[NH:21][CH2:22][C:23]4[C:28]([C:29]#[CH:30])=[CH:27][CH:26]=[C:25]([O:31][CH3:32])[C:24]=4[F:33])=[N:13]3)=[CH:9][CH:8]=2)[CH:5]=[CH:4][CH:3]=[N:2]1, predict the reaction product. (4) The product is: [Br:1][C:2]1[C:3]2[CH:4]=[C:12]([C:13]([C:15]3[CH:20]=[CH:19][C:18]([F:21])=[C:17]([Cl:22])[CH:16]=3)=[O:14])[O:10][C:6]=2[CH:7]=[CH:8][CH:9]=1. Given the reactants [Br:1][C:2]1[CH:9]=[CH:8][CH:7]=[C:6]([OH:10])[C:3]=1[CH:4]=O.Br[CH2:12][C:13]([C:15]1[CH:20]=[CH:19][C:18]([F:21])=[C:17]([Cl:22])[CH:16]=1)=[O:14], predict the reaction product.